This data is from Full USPTO retrosynthesis dataset with 1.9M reactions from patents (1976-2016). The task is: Predict the reactants needed to synthesize the given product. Given the product [NH2:25][C:24]1[C:23]([OH:22])=[C:29]([S:30]([N:33]2[CH2:38][CH2:37][CH:36]([N:39]3[CH2:44][CH2:43][CH2:42][CH2:41][CH2:40]3)[CH2:35][CH2:34]2)(=[O:32])=[O:31])[C:28]([Cl:45])=[CH:27][CH:26]=1, predict the reactants needed to synthesize it. The reactants are: O1C2C=CC=CC=2N=C1.NC1C=CC=CC=1.C(C1[O:22][C:23]2[C:29]([S:30]([N:33]3[CH2:38][CH2:37][CH:36]([N:39]4[CH2:44][CH2:43][CH2:42][CH2:41][CH2:40]4)[CH2:35][CH2:34]3)(=[O:32])=[O:31])=[C:28]([Cl:45])[CH:27]=[CH:26][C:24]=2[N:25]=1)(C)(C)C.OS(O)(=O)=O.